From a dataset of Catalyst prediction with 721,799 reactions and 888 catalyst types from USPTO. Predict which catalyst facilitates the given reaction. (1) Reactant: F[P-](F)(F)(F)(F)F.N1(O[P+](N(C)C)(N(C)C)N(C)C)C2C=CC=CC=2N=N1.[C:28]12([CH2:38][NH:39][C:40]([C:42]3[C:43]([CH3:57])=[N:44][N:45]([C:47]4[N:52]=[C:51]([C:53](O)=[O:54])[C:50]([CH3:56])=[CH:49][N:48]=4)[CH:46]=3)=[O:41])[CH2:37][CH:32]3[CH2:33][CH:34]([CH2:36][CH:30]([CH2:31]3)[CH2:29]1)[CH2:35]2.[NH:58]1[CH2:63][CH2:62][O:61][CH2:60][CH2:59]1.CCN(C(C)C)C(C)C. Product: [C:28]12([CH2:38][NH:39][C:40]([C:42]3[C:43]([CH3:57])=[N:44][N:45]([C:47]4[N:52]=[C:51]([C:53]([N:58]5[CH2:63][CH2:62][O:61][CH2:60][CH2:59]5)=[O:54])[C:50]([CH3:56])=[CH:49][N:48]=4)[CH:46]=3)=[O:41])[CH2:29][CH:30]3[CH2:31][CH:32]([CH2:33][CH:34]([CH2:36]3)[CH2:35]1)[CH2:37]2. The catalyst class is: 2. (2) Reactant: [CH3:1][O:2][CH:3]([O:29][CH3:30])[CH2:4][CH2:5][N:6]1[C:15]2[C:10](=[CH:11][CH:12]=[C:13]([O:16][CH3:17])[CH:14]=2)[N:9](C(OCC2C=CC=CC=2)=O)[CH2:8][C:7]1=[O:28]. Product: [CH3:30][O:29][CH:3]([O:2][CH3:1])[CH2:4][CH2:5][N:6]1[C:15]2[C:10](=[CH:11][CH:12]=[C:13]([O:16][CH3:17])[CH:14]=2)[NH:9][CH2:8][C:7]1=[O:28]. The catalyst class is: 19.